Dataset: Full USPTO retrosynthesis dataset with 1.9M reactions from patents (1976-2016). Task: Predict the reactants needed to synthesize the given product. (1) The reactants are: C(OC([N:8]1[CH2:11][CH:10]([CH2:12][C:13]2[CH:14]=[C:15]3[C:24](=[CH:25][C:26]=2[C:27]([F:30])([F:29])[F:28])[O:23][CH2:22][C:21]2[N:16]3[CH:17]([CH3:32])[C:18](=[O:31])[NH:19][N:20]=2)[CH2:9]1)=O)(C)(C)C.[C:33]([OH:39])([C:35]([F:38])([F:37])[F:36])=[O:34]. Given the product [F:36][C:35]([F:38])([F:37])[C:33]([OH:39])=[O:34].[NH:8]1[CH2:11][CH:10]([CH2:12][C:13]2[CH:14]=[C:15]3[C:24](=[CH:25][C:26]=2[C:27]([F:30])([F:28])[F:29])[O:23][CH2:22][C:21]2[N:16]3[CH:17]([CH3:32])[C:18](=[O:31])[NH:19][N:20]=2)[CH2:9]1, predict the reactants needed to synthesize it. (2) The reactants are: [CH3:1][C:2]1[NH:6][C:5]([C:7]([OH:9])=O)=[CH:4][CH:3]=1.[F:10][C:11]1[CH:28]=[CH:27][C:14]([C:15]([N:17]2[CH2:22][CH2:21][CH2:20][C@H:19]([C:23]([NH:25]O)=[NH:24])[CH2:18]2)=[O:16])=[CH:13][CH:12]=1.CCN=C=NCCCN(C)C.Cl.C1C=NC2N(O)N=NC=2C=1. Given the product [F:10][C:11]1[CH:28]=[CH:27][C:14]([C:15]([N:17]2[CH2:22][CH2:21][CH2:20][C@H:19]([C:23]3[N:25]=[C:7]([C:5]4[NH:6][C:2]([CH3:1])=[CH:3][CH:4]=4)[O:9][N:24]=3)[CH2:18]2)=[O:16])=[CH:13][CH:12]=1, predict the reactants needed to synthesize it. (3) Given the product [F:14][C:8]([F:13])([C:9]([F:10])([F:11])[F:12])[C:7]([N:22]([O:23][CH3:24])[CH3:21])=[O:15], predict the reactants needed to synthesize it. The reactants are: [F:10][C:9]([F:12])([F:11])[C:8]([F:14])([F:13])[C:7](O[C:7](=[O:15])[C:8]([F:14])([F:13])[C:9]([F:12])([F:11])[F:10])=[O:15].Cl.[CH3:21][NH:22][O:23][CH3:24].N1C=CC=CC=1.Cl. (4) Given the product [F:1][CH:2]([F:5])[CH2:3][O:4][C:7]1[N:8]=[C:9]([OH:23])[C:10]2[CH:16]=[CH:15][N:14]=[C:13]([C:17]3[N:18]=[CH:19][N:20]([CH3:22])[CH:21]=3)[C:11]=2[N:12]=1, predict the reactants needed to synthesize it. The reactants are: [F:1][CH:2]([F:5])[CH2:3][OH:4].Cl[C:7]1[N:8]=[C:9]([OH:23])[C:10]2[CH:16]=[CH:15][N:14]=[C:13]([C:17]3[N:18]=[CH:19][N:20]([CH3:22])[CH:21]=3)[C:11]=2[N:12]=1. (5) Given the product [F:17][C:13]1[CH:12]=[C:11]([C:10]2[C:6]3[C:1](=[CH:2][CH:3]=[CH:4][CH:5]=3)[CH2:7][CH2:8][N:9]=2)[CH:16]=[CH:15][CH:14]=1, predict the reactants needed to synthesize it. The reactants are: [C:1]1([CH2:7][CH2:8][NH:9][C:10](=O)[C:11]2[CH:16]=[CH:15][CH:14]=[C:13]([F:17])[CH:12]=2)[CH:6]=[CH:5][CH:4]=[CH:3][CH:2]=1.O=P12OP3(OP(OP(O3)(O1)=O)(=O)O2)=O.P(Cl)(Cl)(Cl)=O.[OH-].[Na+]. (6) Given the product [CH2:11]([O:10][C:7]1[CH:8]=[CH:9][C:2]([Br:1])=[C:3]([CH:6]=1)[CH:4]=[O:5])[C:12]1[CH:17]=[CH:16][CH:15]=[CH:14][CH:13]=1, predict the reactants needed to synthesize it. The reactants are: [Br:1][C:2]1[CH:9]=[CH:8][C:7]([OH:10])=[CH:6][C:3]=1[CH:4]=[O:5].[CH2:11](Br)[C:12]1[CH:17]=[CH:16][CH:15]=[CH:14][CH:13]=1.C([O-])([O-])=O.[Cs+].[Cs+].